This data is from Full USPTO retrosynthesis dataset with 1.9M reactions from patents (1976-2016). The task is: Predict the reactants needed to synthesize the given product. (1) Given the product [C:15]1([CH2:14][CH2:13][C:12]([NH:1][C:2]2[CH:3]=[CH:4][C:5]([C:6]([O:8][CH3:9])=[O:7])=[CH:10][CH:11]=2)=[O:21])[CH:20]=[CH:19][CH:18]=[CH:17][CH:16]=1, predict the reactants needed to synthesize it. The reactants are: [NH2:1][C:2]1[CH:11]=[CH:10][C:5]([C:6]([O:8][CH3:9])=[O:7])=[CH:4][CH:3]=1.[C:12](Cl)(=[O:21])[CH2:13][CH2:14][C:15]1[CH:20]=[CH:19][CH:18]=[CH:17][CH:16]=1. (2) Given the product [C:1]1([S:7][CH2:8][C:9]([O:11][CH3:14])=[O:10])[CH:6]=[CH:5][CH:4]=[CH:3][CH:2]=1, predict the reactants needed to synthesize it. The reactants are: [C:1]1([S:7][CH2:8][C:9]([OH:11])=[O:10])[CH:6]=[CH:5][CH:4]=[CH:3][CH:2]=1.Cl[Si](C)(C)[CH3:14]. (3) Given the product [C:35]1([C:34](=[N:47][C:2]2[CH:3]=[C:4]([O:8][C:9]3[N:10]=[C:11]([NH:20][C:21]4[CH:26]=[CH:25][C:24]([N:27]5[CH2:32][CH2:31][N:30]([CH3:33])[CH2:29][CH2:28]5)=[CH:23][CH:22]=4)[C:12]([C:17]([NH2:19])=[O:18])=[N:13][C:14]=3[CH2:15][CH3:16])[CH:5]=[N:6][CH:7]=2)[C:41]2[CH:42]=[CH:43][CH:44]=[CH:45][CH:46]=2)[CH:40]=[CH:39][CH:38]=[CH:37][CH:36]=1, predict the reactants needed to synthesize it. The reactants are: Br[C:2]1[CH:3]=[C:4]([O:8][C:9]2[N:10]=[C:11]([NH:20][C:21]3[CH:26]=[CH:25][C:24]([N:27]4[CH2:32][CH2:31][N:30]([CH3:33])[CH2:29][CH2:28]4)=[CH:23][CH:22]=3)[C:12]([C:17]([NH2:19])=[O:18])=[N:13][C:14]=2[CH2:15][CH3:16])[CH:5]=[N:6][CH:7]=1.[C:34](=[NH:47])([C:41]1[CH:46]=[CH:45][CH:44]=[CH:43][CH:42]=1)[C:35]1[CH:40]=[CH:39][CH:38]=[CH:37][CH:36]=1.C(P(C(C)(C)C)C1C=CC=CC=1C1C(C(C)C)=CC(C(C)C)=CC=1C(C)C)(C)(C)C.P([O-])([O-])([O-])=O.[K+].[K+].[K+].